Predict the reactants needed to synthesize the given product. From a dataset of Full USPTO retrosynthesis dataset with 1.9M reactions from patents (1976-2016). The reactants are: [CH3:1][C:2]1[CH:25]=[C:24]([N+:26]([O-])=O)[CH:23]=[C:22]([CH3:29])[C:3]=1[O:4][C:5]1[CH:10]=[CH:9][C:8]([OH:11])=[C:7]([S:12]([C:15]2[CH:20]=[CH:19][C:18]([F:21])=[CH:17][CH:16]=2)(=[O:14])=[O:13])[CH:6]=1.C(OCC)(=O)C. Given the product [NH2:26][C:24]1[CH:23]=[C:22]([CH3:29])[C:3]([O:4][C:5]2[CH:10]=[CH:9][C:8]([OH:11])=[C:7]([S:12]([C:15]3[CH:16]=[CH:17][C:18]([F:21])=[CH:19][CH:20]=3)(=[O:14])=[O:13])[CH:6]=2)=[C:2]([CH3:1])[CH:25]=1, predict the reactants needed to synthesize it.